From a dataset of Reaction yield outcomes from USPTO patents with 853,638 reactions. Predict the reaction yield, written as a fraction of the theoretical maximum amount of product (1.0 means a 100% yield; for example, 0.34 means a 34% yield). (1) The reactants are [C:1]([C:4]1[CH:11]=[CH:10][C:7]([CH:8]=O)=[CH:6][CH:5]=1)([OH:3])=[O:2].[NH2:12][C:13]1[S:14][C:15]([S:18]([C:21]2[CH:26]=[CH:25][C:24]([N+:27]([O-:29])=[O:28])=[CH:23][CH:22]=2)(=[O:20])=[O:19])=[CH:16][N:17]=1.C[O:31][C:32](=O)[C:33](=[O:42])[CH2:34][C:35]([C:37]1[O:38][CH:39]=[CH:40][CH:41]=1)=[O:36]. No catalyst specified. The product is [O:38]1[CH:39]=[CH:40][CH:41]=[C:37]1[C:35]([C:34]1[CH:8]([C:7]2[CH:10]=[CH:11][C:4]([C:1]([OH:3])=[O:2])=[CH:5][CH:6]=2)[N:12]([C:13]2[S:14][C:15]([S:18]([C:21]3[CH:22]=[CH:23][C:24]([N+:27]([O-:29])=[O:28])=[CH:25][CH:26]=3)(=[O:19])=[O:20])=[CH:16][N:17]=2)[C:32](=[O:31])[C:33]=1[OH:42])=[O:36]. The yield is 0.480. (2) The reactants are [CH3:1][O:2][C:3](=[O:13])[C@@H:4]([NH2:12])[CH2:5][CH:6]1[CH2:11][CH2:10][CH2:9][CH2:8][CH2:7]1.C(N(CC)C(C)C)(C)C.C([O:25][C:26](=O)[CH:27]=[C:28]([O:31][C:32]1[CH:37]=[CH:36][CH:35]=[C:34]([Cl:38])[C:33]=1[Cl:39])[CH2:29]Br)C. The catalyst is CN(C)C=O. The product is [CH3:1][O:2][C:3](=[O:13])[C@@H:4]([N:12]1[CH2:29][C:28]([O:31][C:32]2[CH:37]=[CH:36][CH:35]=[C:34]([Cl:38])[C:33]=2[Cl:39])=[CH:27][C:26]1=[O:25])[CH2:5][CH:6]1[CH2:11][CH2:10][CH2:9][CH2:8][CH2:7]1. The yield is 0.170.